From a dataset of Full USPTO retrosynthesis dataset with 1.9M reactions from patents (1976-2016). Predict the reactants needed to synthesize the given product. (1) Given the product [Cl:1][C:2]1[CH:3]=[C:4]([CH2:5][CH:16]([NH2:18])[CH3:17])[CH:8]=[CH:9][CH:10]=1, predict the reactants needed to synthesize it. The reactants are: [Cl:1][C:2]1[CH:3]=[C:4]([CH:8]=[CH:9][CH:10]=1)[CH2:5][Mg]Cl.CCOCC.[C:16](#[N:18])[CH3:17].[H-].[Al+3].[Li+].[H-].[H-].[H-]. (2) Given the product [CH2:7](/[C:9](=[CH:12]\[C:13]1[CH:18]=[CH:17][C:16]([CH3:19])=[CH:15][CH:14]=1)/[CH2:10][OH:11])[CH3:8], predict the reactants needed to synthesize it. The reactants are: [H-].[H-].[H-].[H-].[Li+].[Al+3].[CH2:7](/[C:9](=[CH:12]\[C:13]1[CH:18]=[CH:17][C:16]([CH3:19])=[CH:15][CH:14]=1)/[CH:10]=[O:11])[CH3:8]. (3) Given the product [CH:25]([NH:7][C:8]1[C:9]2[N:10]([C:14]([C:17]3[CH:22]=[CH:21][N:20]=[C:19]([NH:29][CH:30]4[CH2:35][CH2:34][O:33][CH2:32][CH2:31]4)[N:18]=3)=[CH:15][N:16]=2)[CH:11]=[CH:12][N:13]=1)([CH3:26])[CH3:27], predict the reactants needed to synthesize it. The reactants are: C(OC(=O)[N:7]([CH:25]([CH3:27])[CH3:26])[C:8]1[C:9]2[N:10]([C:14]([C:17]3[CH:22]=[CH:21][N:20]=[C:19](SC)[N:18]=3)=[CH:15][N:16]=2)[CH:11]=[CH:12][N:13]=1)(C)(C)C.[NH2:29][CH:30]1[CH2:35][CH2:34][O:33][CH2:32][CH2:31]1. (4) Given the product [NH:11]1[CH:15]=[CH:14][N:13]=[C:12]1[CH2:2][C:3]1[CH:8]=[CH:7][C:6]([C:9]#[N:10])=[CH:5][CH:4]=1, predict the reactants needed to synthesize it. The reactants are: Br[CH2:2][C:3]1[CH:8]=[CH:7][C:6]([C:9]#[N:10])=[CH:5][CH:4]=1.[NH:11]1[CH:15]=[CH:14][N:13]=[CH:12]1. (5) Given the product [CH2:58]([N:28]([CH2:26][CH3:27])[CH2:29]/[CH:30]=[CH:31]\[C:32]1[CH:37]=[C:36]([F:38])[CH:35]=[CH:34][C:33]=1[S:39]([CH2:42][C:43]1[C:48]([C:49]([O:51][C:11]([CH3:16])([CH3:12])[CH3:10])=[O:50])=[C:47]([OH:52])[C:46]([C:53]2[CH:57]=[CH:56][O:55][CH:54]=2)=[CH:45][CH:44]=1)(=[O:41])=[O:40])[CH3:59], predict the reactants needed to synthesize it. The reactants are: C1(S([CH2:10][C:11]2[C:16](C([O-])=O)=[C:16](O)[C:11]([C:10]3C=COC=3)=[CH:12][CH:12]=2)(=O)=O)C=CC=CC=1.[CH2:26]([N:28]([CH2:58][CH3:59])[CH2:29]/[CH:30]=[CH:31]\[C:32]1[CH:37]=[C:36]([F:38])[CH:35]=[CH:34][C:33]=1[S:39]([CH2:42][C:43]1[C:48]([C:49]([OH:51])=[O:50])=[C:47]([OH:52])[C:46]([C:53]2[CH:57]=[CH:56][O:55][CH:54]=2)=[CH:45][CH:44]=1)(=[O:41])=[O:40])[CH3:27]. (6) Given the product [S:11]1[C:7]2=[CH:6][CH:5]=[CH:4][C:3]([OH:2])=[C:8]2[CH:9]=[N:10]1, predict the reactants needed to synthesize it. The reactants are: C[O:2][C:3]1[C:8]2[CH:9]=[N:10][S:11][C:7]=2[CH:6]=[CH:5][CH:4]=1.Cl.N1C=CC=CC=1.O.Cl.